Dataset: Merck oncology drug combination screen with 23,052 pairs across 39 cell lines. Task: Regression. Given two drug SMILES strings and cell line genomic features, predict the synergy score measuring deviation from expected non-interaction effect. Drug 1: O=C(CCCCCCC(=O)Nc1ccccc1)NO. Drug 2: C=CCn1c(=O)c2cnc(Nc3ccc(N4CCN(C)CC4)cc3)nc2n1-c1cccc(C(C)(C)O)n1. Cell line: COLO320DM. Synergy scores: synergy=7.89.